From a dataset of Forward reaction prediction with 1.9M reactions from USPTO patents (1976-2016). Predict the product of the given reaction. (1) Given the reactants [CH3:1][O:2][C:3]1[CH:43]=[C:42]([O:44][CH3:45])[CH:41]=[CH:40][C:4]=1[CH2:5][NH:6][C:7]1[C:8]2[CH:15]=[CH:14][N:13]([C@H:16]3[C@@H:20]4[O:21][C:22]([CH3:25])([CH3:24])[O:23][C@@H:19]4[C@@H:18]([CH2:26][N:27]([CH:37]([CH3:39])[CH3:38])[CH:28]4[CH2:31][CH:30]([CH2:32][CH2:33][C:34](O)=[O:35])[CH2:29]4)[O:17]3)[C:9]=2[N:10]=[CH:11][N:12]=1.FC(F)(F)O[C:49]1[CH:50]=[C:51]([NH2:56])[C:52]([NH2:55])=[CH:53][CH:54]=1.CN(C(ON1N=NC2[CH:70]=[CH:71][CH:72]=NC1=2)=[N+](C)C)C.F[P-](F)(F)(F)(F)F.[CH:83]1C=NC2N(O)N=NC=2C=1, predict the reaction product. The product is: [NH2:56][C:51]1[CH:50]=[C:49]([C:71]([CH3:70])([CH3:72])[CH3:83])[CH:54]=[CH:53][C:52]=1[NH:55][C:34](=[O:35])[CH2:33][CH2:32][CH:30]1[CH2:29][CH:28]([N:27]([CH2:26][C@@H:18]2[C@@H:19]3[C@@H:20]([O:21][C:22]([CH3:24])([CH3:25])[O:23]3)[C@H:16]([N:13]3[C:9]4[N:10]=[CH:11][N:12]=[C:7]([NH:6][CH2:5][C:4]5[CH:40]=[CH:41][C:42]([O:44][CH3:45])=[CH:43][C:3]=5[O:2][CH3:1])[C:8]=4[CH:15]=[CH:14]3)[O:17]2)[CH:37]([CH3:39])[CH3:38])[CH2:31]1. (2) Given the reactants CS(O[CH2:6][CH2:7][C:8]1[CH:9]=[N:10][N:11]([C:13]2[CH:18]=[C:17]([C:19]#[N:20])[CH:16]=[CH:15][N:14]=2)[CH:12]=1)(=O)=O.[F:21][C:22]1[CH:30]=[CH:29][C:25]([CH2:26][NH:27][CH3:28])=[CH:24][CH:23]=1.C([O-])([O-])=O.[K+].[K+], predict the reaction product. The product is: [F:21][C:22]1[CH:30]=[CH:29][C:25]([CH2:26][N:27]([CH3:28])[CH2:6][CH2:7][C:8]2[CH:9]=[N:10][N:11]([C:13]3[CH:18]=[C:17]([C:19]#[N:20])[CH:16]=[CH:15][N:14]=3)[CH:12]=2)=[CH:24][CH:23]=1. (3) Given the reactants [C:1]1([C:7]([CH2:9][C:10]2[CH:15]=[CH:14][CH:13]=[CH:12][CH:11]=2)=[O:8])[CH:6]=[CH:5][CH:4]=[CH:3][CH:2]=1.[Br-:16], predict the reaction product. The product is: [Br:16][CH:9]([C:10]1[CH:11]=[CH:12][CH:13]=[CH:14][CH:15]=1)[C:7](=[O:8])[C:1]1[CH:2]=[CH:3][CH:4]=[CH:5][CH:6]=1. (4) Given the reactants BrC1C=C(NS(C)(=O)=O)C=C(C(C2C=NC=CC=2)=O)C=1.[N:21]1[CH:26]=[CH:25][CH:24]=[C:23]([C:27]([C:29]2[CH:30]=[C:31]([NH:54][S:55]([CH3:58])(=[O:57])=[O:56])[CH:32]=[C:33]([C:35]3[CH:43]=[CH:42][CH:41]=[C:40]4[C:36]=3[CH:37]=[CH:38][N:39]4[Si](C(C)C)(C(C)C)C(C)C)[CH:34]=2)=[O:28])[CH:22]=1, predict the reaction product. The product is: [NH:39]1[C:40]2[C:36](=[C:35]([C:33]3[CH:32]=[C:31]([NH:54][S:55]([CH3:58])(=[O:56])=[O:57])[CH:30]=[C:29]([C:27]([C:23]4[CH:22]=[N:21][CH:26]=[CH:25][CH:24]=4)=[O:28])[CH:34]=3)[CH:43]=[CH:42][CH:41]=2)[CH:37]=[CH:38]1. (5) Given the reactants [Cl:1][C:2]1[N:10]=[C:9]2[C:5]([NH:6][CH:7]=[N:8]2)=[C:4](Cl)[N:3]=1.[Cl:12][CH2:13][CH2:14][CH2:15][O:16][C:17]1[CH:22]=[CH:21][CH:20]=[CH:19][C:18]=1[NH2:23], predict the reaction product. The product is: [Cl:12][CH2:13][CH2:14][CH2:15][O:16][C:17]1[CH:22]=[CH:21][CH:20]=[CH:19][C:18]=1[NH:23][C:4]1[N:3]=[C:2]([Cl:1])[N:10]=[C:9]2[C:5]=1[N:6]=[CH:7][NH:8]2. (6) Given the reactants C(OC([N:8]1[CH2:12][C@H:11]([OH:13])[C@@H:10]([O:14][CH2:15][CH:16]=[CH2:17])[CH2:9]1)=O)(C)(C)C.[ClH:18].O1CCOCC1, predict the reaction product. The product is: [ClH:18].[CH2:15]([O:14][C@H:10]1[CH2:9][NH:8][CH2:12][C@@H:11]1[OH:13])[CH:16]=[CH2:17].